This data is from Reaction yield outcomes from USPTO patents with 853,638 reactions. The task is: Predict the reaction yield, written as a fraction of the theoretical maximum amount of product (1.0 means a 100% yield; for example, 0.34 means a 34% yield). The reactants are C([O-])([O-])=O.[K+].[K+].Br[C:8]1[CH:13]=[CH:12][C:11]([O:14][CH3:15])=[CH:10][CH:9]=1.CC(=O)CC(=O)C.[CH2:23]([NH2:30])[C:24]1[CH:29]=[CH:28][CH:27]=[CH:26][CH:25]=1.C(OCCCCCC)CCCCC. The catalyst is Cl[Cu].CN1C(=O)CCC1. The product is [CH3:15][O:14][C:11]1[CH:12]=[CH:13][C:8]([NH:30][CH2:23][C:24]2[CH:29]=[CH:28][CH:27]=[CH:26][CH:25]=2)=[CH:9][CH:10]=1. The yield is 0.430.